Dataset: Full USPTO retrosynthesis dataset with 1.9M reactions from patents (1976-2016). Task: Predict the reactants needed to synthesize the given product. Given the product [F:38][C:39]([F:44])([F:43])[C:40]([OH:42])=[O:41].[Cl:1][C:2]1[CH:7]=[CH:6][CH:5]=[C:4]([CH3:8])[C:3]=1[NH:9][C:10]1[NH:11][C:12]2[C:18]3[CH2:19][C:20]([CH3:22])([CH3:23])[O:21][C:17]=3[C:16]([C:24]([NH:26][C:27]3[CH:32]=[C:31]([C:33]([F:36])([F:34])[F:35])[CH:30]=[CH:29][C:28]=3[F:37])=[O:25])=[CH:15][C:13]=2[N:14]=1, predict the reactants needed to synthesize it. The reactants are: [Cl:1][C:2]1[CH:7]=[CH:6][CH:5]=[C:4]([CH3:8])[C:3]=1[NH:9][C:10]1[NH:11][C:12]2[C:18]3[CH2:19][C:20]([CH3:23])([CH3:22])[O:21][C:17]=3[C:16]([C:24]([NH:26][C:27]3[CH:32]=[C:31]([C:33]([F:36])([F:35])[F:34])[CH:30]=[CH:29][C:28]=3[F:37])=[O:25])=[CH:15][C:13]=2[N:14]=1.[F:38][C:39]([F:44])([F:43])[C:40]([OH:42])=[O:41].